From a dataset of Catalyst prediction with 721,799 reactions and 888 catalyst types from USPTO. Predict which catalyst facilitates the given reaction. (1) Reactant: [CH2:1]([N:5]1[CH2:10][CH2:9][CH:8]([N:11]2[CH2:16][CH2:15][CH:14]([NH:17]C(=O)OC(C)(C)C)[CH2:13][CH2:12]2)[CH2:7][CH2:6]1)[CH:2]([CH3:4])[CH3:3].[ClH:25]. Product: [ClH:25].[CH2:1]([N:5]1[CH2:6][CH2:7][CH:8]([N:11]2[CH2:12][CH2:13][CH:14]([NH2:17])[CH2:15][CH2:16]2)[CH2:9][CH2:10]1)[CH:2]([CH3:4])[CH3:3]. The catalyst class is: 5. (2) The catalyst class is: 488. Reactant: Br[C:2]1[CH:30]=[CH:29][C:5]([O:6][C:7]2[C:16]3[C:11](=[CH:12][C:13]([O:19][CH2:20][CH2:21][CH2:22][N:23]4[CH2:28][CH2:27][O:26][CH2:25][CH2:24]4)=[C:14]([O:17][CH3:18])[CH:15]=3)[N:10]=[CH:9][CH:8]=2)=[C:4]([F:31])[CH:3]=1.[N:32]1[CH:37]=[CH:36][CH:35]=[CH:34][C:33]=1[O:38][C:39]1[C:40]([NH2:45])=[N:41][CH:42]=[CH:43][CH:44]=1.C1(P(C2C=CC=CC=2)C2C3OC4C(=CC=CC=4P(C4C=CC=CC=4)C4C=CC=CC=4)C(C)(C)C=3C=CC=2)C=CC=CC=1.C([O-])([O-])=O.[Cs+].[Cs+]. Product: [F:31][C:4]1[CH:3]=[C:2]([NH:45][C:40]2[C:39]([O:38][C:33]3[CH:34]=[CH:35][CH:36]=[CH:37][N:32]=3)=[CH:44][CH:43]=[CH:42][N:41]=2)[CH:30]=[CH:29][C:5]=1[O:6][C:7]1[C:16]2[C:11](=[CH:12][C:13]([O:19][CH2:20][CH2:21][CH2:22][N:23]3[CH2:28][CH2:27][O:26][CH2:25][CH2:24]3)=[C:14]([O:17][CH3:18])[CH:15]=2)[N:10]=[CH:9][CH:8]=1. (3) Reactant: [Cl:1][C:2]1[C:3]([O:26][CH2:27][CH2:28][O:29][CH3:30])=[CH:4][C:5]2[CH2:14][CH:13]([CH2:15][CH:16]([CH3:18])[CH3:17])[N:12]3[CH:7]([CH2:8][C:9](=[O:24])[C:10]([C:19]([O:21][CH2:22][CH3:23])=[O:20])=[CH:11]3)[C:6]=2[CH:25]=1.C1(Cl)C(=O)C(Cl)=C(Cl)C(=O)C=1Cl. Product: [Cl:1][C:2]1[C:3]([O:26][CH2:27][CH2:28][O:29][CH3:30])=[CH:4][C:5]2[CH2:14][CH:13]([CH2:15][CH:16]([CH3:17])[CH3:18])[N:12]3[C:7](=[CH:8][C:9](=[O:24])[C:10]([C:19]([O:21][CH2:22][CH3:23])=[O:20])=[CH:11]3)[C:6]=2[CH:25]=1. The catalyst class is: 57.